Dataset: Reaction yield outcomes from USPTO patents with 853,638 reactions. Task: Predict the reaction yield, written as a fraction of the theoretical maximum amount of product (1.0 means a 100% yield; for example, 0.34 means a 34% yield). (1) The reactants are [C:14]1(P([C:14]2[CH:19]=[CH:18][CH:17]=[CH:16][CH:15]=2)[C:14]2[CH:19]=[CH:18][CH:17]=[CH:16][CH:15]=2)[CH:19]=[CH:18][CH:17]=[CH:16][CH:15]=1.[CH3:20][C:21]1[O:25][C:24]([CH2:26][CH2:27][OH:28])=[CH:23][CH:22]=1.[C:29]([NH:32]C1C=CC(O)=CC=1)(=[O:31])[CH3:30].CCOC(/N=N/C(OCC)=O)=O. The catalyst is C(Cl)Cl.C1COCC1. The product is [CH3:20][C:21]1[O:25][C:24]([CH2:26][CH2:27][O:28][C:14]2[CH:15]=[CH:16][C:17]([CH2:30][C:29]([NH2:32])=[O:31])=[CH:18][CH:19]=2)=[CH:23][CH:22]=1. The yield is 0.520. (2) The reactants are C(O[C:9]1[C:14]([CH2:15][N:16]2[CH2:25][CH2:24][C:23]3[C:18](=[C:19]([CH3:29])[C:20]([C:26](O)=[O:27])=[CH:21][CH:22]=3)[C:17]2=[O:30])=[C:13]([CH3:31])[CH:12]=[C:11]([CH3:32])[N:10]=1)C1C=CC=CC=1.[NH:33]([CH3:35])[CH3:34].Cl.[CH3:37][CH2:38]N(C(C)C)C(C)C.CN(C(ON1N=N[C:56]2[CH:57]=[CH:58][CH:59]=N[C:55]1=2)=[N+](C)C)C.F[P-](F)(F)(F)(F)F.[OH2:70]. The catalyst is CN(C=O)C. The product is [CH2:55]([O:70][C:9]1[C:14]([CH2:15][N:16]2[CH2:25][CH2:24][C:23]3[C:18](=[C:19]([CH3:29])[C:20]([C:26]([N:33]([CH3:35])[CH3:34])=[O:27])=[CH:21][CH:22]=3)[C:17]2=[O:30])=[C:13]([CH3:31])[CH:12]=[C:11]([CH3:32])[N:10]=1)[C:56]1[CH:38]=[CH:37][CH:59]=[CH:58][CH:57]=1. The yield is 0.630. (3) The reactants are [CH3:1][C:2]1[C:10]2[C:5](=[N:6][CH:7]=[C:8]([NH2:11])[N:9]=2)[N:4]([CH2:12][O:13][CH2:14][CH2:15][Si:16]([CH3:19])([CH3:18])[CH3:17])[CH:3]=1.[CH:20]1([N:26]=[C:27]=[O:28])[CH2:25][CH2:24][CH2:23][CH2:22][CH2:21]1. The yield is 0.640. The catalyst is ClCCCl. The product is [CH:20]1([NH:26][C:27]([NH:11][C:8]2[N:9]=[C:10]3[C:2]([CH3:1])=[CH:3][N:4]([CH2:12][O:13][CH2:14][CH2:15][Si:16]([CH3:18])([CH3:17])[CH3:19])[C:5]3=[N:6][CH:7]=2)=[O:28])[CH2:25][CH2:24][CH2:23][CH2:22][CH2:21]1. (4) The reactants are C(N(C(C)C)CC)(C)C.Cl[C:11]1[C:16]2=[C:17]([CH:26]([CH3:28])[CH3:27])[C:18]([C:20]3[O:24][N:23]=[C:22]([CH3:25])[N:21]=3)=[CH:19][N:15]2[N:14]=[CH:13][N:12]=1.[F:29][C:30]1[C:35]([NH2:36])=[CH:34][N:33]=[C:32]2[NH:37][CH:38]=[CH:39][C:31]=12. The catalyst is CN(C=O)C. The product is [F:29][C:30]1[C:35]([NH:36][C:11]2[C:16]3=[C:17]([CH:26]([CH3:28])[CH3:27])[C:18]([C:20]4[O:24][N:23]=[C:22]([CH3:25])[N:21]=4)=[CH:19][N:15]3[N:14]=[CH:13][N:12]=2)=[CH:34][N:33]=[C:32]2[NH:37][CH:38]=[CH:39][C:31]=12. The yield is 0.430. (5) The product is [Br:32][CH:16]([C:14]1[O:13][N:12]=[C:11]([C:8]2[CH:9]=[CH:10][C:5]([O:4][CH2:1][CH2:2][CH3:3])=[CH:6][C:7]=2[C:21]([F:23])([F:24])[F:22])[CH:15]=1)[C:17]([O:19][CH3:20])=[O:18]. The catalyst is C(Cl)(Cl)(Cl)Cl.C(Cl)Cl.CC(N=NC(C#N)(C)C)(C#N)C. The yield is 0.570. The reactants are [CH2:1]([O:4][C:5]1[CH:10]=[CH:9][C:8]([C:11]2[CH:15]=[C:14]([CH2:16][C:17]([O:19][CH3:20])=[O:18])[O:13][N:12]=2)=[C:7]([C:21]([F:24])([F:23])[F:22])[CH:6]=1)[CH2:2][CH3:3].C1C(=O)N([Br:32])C(=O)C1.CCCCCC.CCOC(C)=O. (6) The product is [CH3:27][O:28][C:29]1[CH:34]=[CH:33][C:32]([C:7]2[CH2:12][CH2:11][N:10]([C:13]([O:15][C:16]([CH3:19])([CH3:18])[CH3:17])=[O:14])[CH2:9][C:8]=2[C:20]([O:22][CH2:23][CH3:24])=[O:21])=[CH:31][CH:30]=1. The catalyst is C(COC)OC.C(OCC)(=O)C.C1C=CC([P]([Pd]([P](C2C=CC=CC=2)(C2C=CC=CC=2)C2C=CC=CC=2)([P](C2C=CC=CC=2)(C2C=CC=CC=2)C2C=CC=CC=2)[P](C2C=CC=CC=2)(C2C=CC=CC=2)C2C=CC=CC=2)(C2C=CC=CC=2)C2C=CC=CC=2)=CC=1. The reactants are FC(F)(F)S(O[C:7]1[CH2:12][CH2:11][N:10]([C:13]([O:15][C:16]([CH3:19])([CH3:18])[CH3:17])=[O:14])[CH2:9][C:8]=1[C:20]([O:22][CH2:23][CH3:24])=[O:21])(=O)=O.[CH3:27][O:28][C:29]1[CH:34]=[CH:33][C:32](B(O)O)=[CH:31][CH:30]=1.C(=O)([O-])[O-].[Na+].[Na+]. The yield is 0.670. (7) The reactants are [NH2:1][C@H:2]([CH2:6][OH:7])[CH:3]([CH3:5])[CH3:4].S([O-])([O-])(=O)=O.[Mg+2].[CH:14](=O)[C:15]1[CH:20]=[CH:19][CH:18]=[CH:17][CH:16]=1. The catalyst is ClCCl. The product is [CH:14](=[N:1][C@@H:2]([CH:3]([CH3:5])[CH3:4])[CH2:6][OH:7])[C:15]1[CH:20]=[CH:19][CH:18]=[CH:17][CH:16]=1. The yield is 0.870. (8) The reactants are [Br:1][C:2]1[CH:22]=[CH:21][CH:20]=[CH:19][C:3]=1[O:4][C:5]1[CH2:9][N:8]([C@@H:10]([CH2:14][CH:15]([CH3:17])[CH3:16])[C:11]([OH:13])=O)[C:7](=[O:18])[CH:6]=1.[CH3:23][C:24]1([CH3:36])[O:28][C@H:27]([CH2:29][N:30]2[CH:34]=[CH:33][C:32]([NH2:35])=[N:31]2)[CH2:26][O:25]1.F[P-](F)(F)(F)(F)F.N1(O[P+](N(C)C)(N(C)C)N(C)C)C2C=CC=CC=2N=N1.C(N(CC)C(C)C)(C)C. The catalyst is CN(C)C=O. The product is [CH3:23][C:24]1([CH3:36])[O:28][C@H:27]([CH2:29][N:30]2[CH:34]=[CH:33][C:32]([NH:35][C:11](=[O:13])[C@@H:10]([N:8]3[CH2:9][C:5]([O:4][C:3]4[CH:19]=[CH:20][CH:21]=[CH:22][C:2]=4[Br:1])=[CH:6][C:7]3=[O:18])[CH2:14][CH:15]([CH3:17])[CH3:16])=[N:31]2)[CH2:26][O:25]1. The yield is 0.750.